Dataset: Catalyst prediction with 721,799 reactions and 888 catalyst types from USPTO. Task: Predict which catalyst facilitates the given reaction. (1) Reactant: [Cl:1][C:2]1[N:7]=[C:6]([C:8]2[S:12][CH:11]=[N:10][C:9]=2[C:13]2[CH:18]=[CH:17][CH:16]=[C:15]([N+:19]([O-])=O)[CH:14]=2)[CH:5]=[CH:4][N:3]=1. Product: [Cl:1][C:2]1[N:7]=[C:6]([C:8]2[S:12][CH:11]=[N:10][C:9]=2[C:13]2[CH:14]=[C:15]([NH2:19])[CH:16]=[CH:17][CH:18]=2)[CH:5]=[CH:4][N:3]=1. The catalyst class is: 45. (2) Reactant: [NH:1]1[C:5]2=[N:6][CH:7]=[CH:8][CH:9]=[C:4]2[C:3]([C:10]2[CH:15]=[CH:14][N:13]=[C:12]([NH:16][C@H:17]3[CH2:22][CH2:21][C@H:20]([OH:23])[CH2:19][CH2:18]3)[N:11]=2)=[CH:2]1.CI.[C:26]([O-])([O-])=O.[K+].[K+].CN(C=O)C. Product: [CH3:26][N:1]1[C:5]2=[N:6][CH:7]=[CH:8][CH:9]=[C:4]2[C:3]([C:10]2[CH:15]=[CH:14][N:13]=[C:12]([NH:16][C@H:17]3[CH2:18][CH2:19][C@H:20]([OH:23])[CH2:21][CH2:22]3)[N:11]=2)=[CH:2]1. The catalyst class is: 6. (3) Reactant: [CH3:1][C:2]1([CH3:39])[CH2:10][C:9]2[N:8]([C:11]3[CH:19]=[CH:18][C:14]([C:15]([NH2:17])=[O:16])=[C:13]([NH:20][C@H:21]4[CH2:26][CH2:25][C@H:24]([O:27]C5CCCCO5)[CH2:23][CH2:22]4)[CH:12]=3)[N:7]=[C:6]([C:34]([F:37])([F:36])[F:35])[C:5]=2[C:4](=[O:38])[CH2:3]1.C1(C)C=CC(S([O-])(=O)=O)=CC=1.[NH+]1C=CC=CC=1. Product: [CH3:1][C:2]1([CH3:39])[CH2:10][C:9]2[N:8]([C:11]3[CH:19]=[CH:18][C:14]([C:15]([NH2:17])=[O:16])=[C:13]([NH:20][C@H:21]4[CH2:22][CH2:23][C@H:24]([OH:27])[CH2:25][CH2:26]4)[CH:12]=3)[N:7]=[C:6]([C:34]([F:36])([F:37])[F:35])[C:5]=2[C:4](=[O:38])[CH2:3]1. The catalyst class is: 14. (4) Reactant: [OH:1][C:2]1([CH2:15][NH:16][C:17]2([CH2:20][O:21][CH3:22])[CH2:19][CH2:18]2)[CH2:7][CH2:6][N:5]([C:8]([O:10][C:11]([CH3:14])([CH3:13])[CH3:12])=[O:9])[CH2:4][CH2:3]1.C(N(CC)C(C)C)(C)C.Cl[CH2:33][C:34](Cl)=[O:35].ClCC(N)=O.[H-].[Na+]. Product: [CH3:22][O:21][CH2:20][C:17]1([N:16]2[CH2:15][C:2]3([CH2:7][CH2:6][N:5]([C:8]([O:10][C:11]([CH3:14])([CH3:13])[CH3:12])=[O:9])[CH2:4][CH2:3]3)[O:1][CH2:33][C:34]2=[O:35])[CH2:18][CH2:19]1. The catalyst class is: 4. (5) Reactant: Br[C:2]1[CH:3]=[N:4][CH:5]=[C:6]2[C:11]=1[N:10]=[C:9]([C:12]([NH:14][CH2:15][C:16]1[CH:21]=[CH:20][C:19]([S:22]([CH3:25])(=[O:24])=[O:23])=[CH:18][CH:17]=1)=[O:13])[CH:8]=[CH:7]2.[F:26][C:27]1[CH:32]=[CH:31][C:30]([F:33])=[CH:29][C:28]=1B(O)O.C(=O)([O-])[O-].[Cs+].[Cs+]. Product: [F:26][C:27]1[CH:32]=[CH:31][C:30]([F:33])=[CH:29][C:28]=1[C:2]1[CH:3]=[N:4][CH:5]=[C:6]2[C:11]=1[N:10]=[C:9]([C:12]([NH:14][CH2:15][C:16]1[CH:21]=[CH:20][C:19]([S:22]([CH3:25])(=[O:24])=[O:23])=[CH:18][CH:17]=1)=[O:13])[CH:8]=[CH:7]2. The catalyst class is: 688. (6) Reactant: [Cl:1][C:2]1[CH:7]=[CH:6][CH:5]=[CH:4][C:3]=1[C:8]1[CH:13]=[CH:12][CH:11]=[C:10]([NH:14][C:15]([C@@H:17]2[CH2:22][C@@H:21]3[C@@H:19]([CH2:20]3)[N:18]2C(OC(C)(C)C)=O)=[O:16])[C:9]=1[F:30]. Product: [ClH:1].[Cl:1][C:2]1[CH:7]=[CH:6][CH:5]=[CH:4][C:3]=1[C:8]1[CH:13]=[CH:12][CH:11]=[C:10]([NH:14][C:15]([C@@H:17]2[CH2:22][C@@H:21]3[C@@H:19]([CH2:20]3)[NH:18]2)=[O:16])[C:9]=1[F:30]. The catalyst class is: 89. (7) Reactant: [N:1]1([C:5]2[N:14]=[C:13]3[C:8]([C:9](=[O:20])[C:10]([C:15]([O:17]CC)=[O:16])=[CH:11][NH:12]3)=[C:7]([CH3:21])[C:6]=2[F:22])[CH2:4][CH2:3][CH2:2]1.[Li+].[OH-].C(O)(=O)CC(CC(O)=O)(C(O)=O)O. Product: [N:1]1([C:5]2[N:14]=[C:13]3[C:8]([C:9](=[O:20])[C:10]([C:15]([OH:17])=[O:16])=[CH:11][NH:12]3)=[C:7]([CH3:21])[C:6]=2[F:22])[CH2:4][CH2:3][CH2:2]1. The catalyst class is: 1. (8) Reactant: [Cl:1][C:2]1[N:7]=[CH:6][C:5]([S:8](Cl)(=[O:10])=[O:9])=[CH:4][CH:3]=1.[OH-:12].[Na+:13].Cl. Product: [Na+:13].[Cl:1][C:2]1[N:7]=[CH:6][C:5]([S:8]([O-:10])(=[O:12])=[O:9])=[CH:4][CH:3]=1. The catalyst class is: 38.